Dataset: Catalyst prediction with 721,799 reactions and 888 catalyst types from USPTO. Task: Predict which catalyst facilitates the given reaction. Reactant: Cl[C:2]1[CH:11]=[CH:10][C:9]2[C:8]3[C:12]4[NH:19][CH2:18][C@@H:17]([CH3:20])[NH:16][C:15](=[O:21])[C:13]=4[S:14][C:7]=3[CH:6]=[CH:5][C:4]=2[N:3]=1.[F:22][C:23]1[N:28]=[C:27]([O:29][CH:30]2[CH2:35][CH2:34][CH2:33][N:32]([CH3:36])[CH2:31]2)[N:26]=[C:25]([NH2:37])[CH:24]=1.C(=O)([O-])[O-].[Cs+].[Cs+].CC1(C)C2C(=C(P(C3C=CC=CC=3)C3C=CC=CC=3)C=CC=2)OC2C(P(C3C=CC=CC=3)C3C=CC=CC=3)=CC=CC1=2. Product: [F:22][C:23]1[N:28]=[C:27]([O:29][CH:30]2[CH2:35][CH2:34][CH2:33][N:32]([CH3:36])[CH2:31]2)[N:26]=[C:25]([NH:37][C:2]2[CH:11]=[CH:10][C:9]3[C:8]4[C:12]5[NH:19][CH2:18][C@@H:17]([CH3:20])[NH:16][C:15](=[O:21])[C:13]=5[S:14][C:7]=4[CH:6]=[CH:5][C:4]=3[N:3]=2)[CH:24]=1. The catalyst class is: 62.